This data is from Forward reaction prediction with 1.9M reactions from USPTO patents (1976-2016). The task is: Predict the product of the given reaction. Given the reactants [F:1][C:2]1[CH:7]=[CH:6][C:5]([CH2:8]C#N)=[CH:4][CH:3]=1.[N:11]1[CH:16]=[CH:15][CH:14]=[CH:13][C:12]=1[C:17]([O:19]CC)=O.[O-]CC.[Na+].Cl, predict the reaction product. The product is: [F:1][C:2]1[CH:7]=[CH:6][C:5]([CH2:8][C:17]([C:12]2[CH:13]=[CH:14][CH:15]=[CH:16][N:11]=2)=[O:19])=[CH:4][CH:3]=1.